From a dataset of Forward reaction prediction with 1.9M reactions from USPTO patents (1976-2016). Predict the product of the given reaction. (1) Given the reactants Cl[C:2]1[N:11]=[CH:10][CH:9]=[C:8]2[C:3]=1[CH:4]=[C:5]([C:30]1[CH:35]=[CH:34][CH:33]=[CH:32][CH:31]=1)[C:6]([C:12]1[CH:17]=[CH:16][C:15]([CH2:18][N:19]3[CH2:24][CH2:23][CH:22]([C:25]4[NH:29][CH:28]=[N:27][N:26]=4)[CH2:21][CH2:20]3)=[CH:14][CH:13]=1)=[N:7]2.[NH2:36][NH2:37], predict the reaction product. The product is: [NH:36]([C:2]1[N:11]=[CH:10][CH:9]=[C:8]2[C:3]=1[CH:4]=[C:5]([C:30]1[CH:35]=[CH:34][CH:33]=[CH:32][CH:31]=1)[C:6]([C:12]1[CH:17]=[CH:16][C:15]([CH2:18][N:19]3[CH2:24][CH2:23][CH:22]([C:25]4[NH:29][CH:28]=[N:27][N:26]=4)[CH2:21][CH2:20]3)=[CH:14][CH:13]=1)=[N:7]2)[NH2:37]. (2) Given the reactants [N:1]1([CH2:7][CH2:8][O:9][C:10](=[O:24])[NH:11][C:12]2[S:13][C:14]3[CH:20]=[C:19]([S:21]C#N)[CH:18]=[CH:17][C:15]=3[N:16]=2)[CH2:6][CH2:5][O:4][CH2:3][CH2:2]1.SCC(C(CS)O)O, predict the reaction product. The product is: [N:1]1([CH2:7][CH2:8][O:9][C:10](=[O:24])[NH:11][C:12]2[S:13][C:14]3[CH:20]=[C:19]([SH:21])[CH:18]=[CH:17][C:15]=3[N:16]=2)[CH2:6][CH2:5][O:4][CH2:3][CH2:2]1.